This data is from Forward reaction prediction with 1.9M reactions from USPTO patents (1976-2016). The task is: Predict the product of the given reaction. (1) Given the reactants [H-].[Na+].[I:3][C:4]1[CH:5]=[C:6]2[C:10](=[CH:11][CH:12]=1)[NH:9][C:8](=[O:13])[C:7]2=[O:14].Br[CH2:16][CH2:17][CH2:18][CH2:19][CH3:20].[Cl-].[NH4+], predict the reaction product. The product is: [I:3][C:4]1[CH:5]=[C:6]2[C:10](=[CH:11][CH:12]=1)[N:9]([CH2:16][CH2:17][CH2:18][CH2:19][CH3:20])[C:8](=[O:13])[C:7]2=[O:14]. (2) Given the reactants Cl[CH2:2][C:3]1[C:4]([CH3:10])=[N:5][C:6]([CH3:9])=[CH:7][CH:8]=1.[NH3:11], predict the reaction product. The product is: [CH3:10][C:4]1[C:3]([CH2:2][NH2:11])=[CH:8][CH:7]=[C:6]([CH3:9])[N:5]=1. (3) Given the reactants [C:1]1([CH2:7][CH2:8][CH2:9][NH2:10])[CH:6]=[CH:5][CH:4]=[CH:3][CH:2]=1.C(N(CC)CC)C.[C:18](Cl)(=[O:25])[C:19]1[CH:24]=[CH:23][CH:22]=[CH:21][CH:20]=1.O, predict the reaction product. The product is: [C:1]1([CH2:7][CH2:8][CH2:9][NH:10][C:18](=[O:25])[C:19]2[CH:24]=[CH:23][CH:22]=[CH:21][CH:20]=2)[CH:6]=[CH:5][CH:4]=[CH:3][CH:2]=1. (4) Given the reactants CCN(C(C)C)C(C)C.[C:10]1([C:16]2[O:20][N:19]=[C:18]([C:21]([NH:23][CH2:24][C:25]([OH:27])=O)=[O:22])[CH:17]=2)[CH:15]=[CH:14][CH:13]=[CH:12][CH:11]=1.C1C=CC2N(O)N=NC=2C=1.CCN=C=NCCCN(C)C.Cl.Cl.[F:51][C:52]([F:67])([F:66])[C:53]1[CH:54]=[C:55]([CH:63]=[CH:64][CH:65]=1)[O:56][CH:57]1[CH2:62][CH2:61][NH:60][CH2:59][CH2:58]1.Cl.ClC1C=CC=CC=1OC1CCNCC1, predict the reaction product. The product is: [O:27]=[C:25]([N:60]1[CH2:59][CH2:58][CH:57]([O:56][C:55]2[CH:63]=[CH:64][CH:65]=[C:53]([C:52]([F:51])([F:66])[F:67])[CH:54]=2)[CH2:62][CH2:61]1)[CH2:24][NH:23][C:21]([C:18]1[CH:17]=[C:16]([C:10]2[CH:11]=[CH:12][CH:13]=[CH:14][CH:15]=2)[O:20][N:19]=1)=[O:22]. (5) Given the reactants [ClH:1].[N:2]1[CH:7]=[CH:6][CH:5]=[C:4]([C@@H:8]2[CH2:10][C@H:9]2[NH:11]C(=O)OC(C)(C)C)[CH:3]=1, predict the reaction product. The product is: [ClH:1].[N:2]1[CH:7]=[CH:6][CH:5]=[C:4]([C@@H:8]2[CH2:10][C@H:9]2[NH2:11])[CH:3]=1. (6) Given the reactants [CH3:1][O:2][C:3](=[O:38])[C:4]1[CH:9]=[C:8]([O:10][C:11]2[CH:16]=[CH:15][C:14]([N+:17]([O-])=O)=[C:13]([CH2:20][C:21]3[CH:26]=[CH:25][CH:24]=[CH:23][CH:22]=3)[CH:12]=2)[CH:7]=[CH:6][C:5]=1[NH:27][S:28]([C:31]1[CH:36]=[CH:35][C:34]([CH3:37])=[CH:33][CH:32]=1)(=[O:30])=[O:29].[H][H], predict the reaction product. The product is: [CH3:1][O:2][C:3](=[O:38])[C:4]1[CH:9]=[C:8]([O:10][C:11]2[CH:16]=[CH:15][C:14]([NH2:17])=[C:13]([CH2:20][C:21]3[CH:26]=[CH:25][CH:24]=[CH:23][CH:22]=3)[CH:12]=2)[CH:7]=[CH:6][C:5]=1[NH:27][S:28]([C:31]1[CH:36]=[CH:35][C:34]([CH3:37])=[CH:33][CH:32]=1)(=[O:30])=[O:29].